The task is: Predict which catalyst facilitates the given reaction.. This data is from Catalyst prediction with 721,799 reactions and 888 catalyst types from USPTO. (1) Reactant: C(NC(C)C)(C)C.C([Li])CCC.[CH3:13][O:14][C:15](=[O:27])[CH2:16][C:17]1[CH:22]=[CH:21][C:20]([S:23]([CH3:26])(=[O:25])=[O:24])=[CH:19][CH:18]=1.I[CH2:29][CH:30]1[CH2:34][CH2:33][CH:32]([O:35][CH:36]2[CH2:41][CH2:40][CH2:39][CH2:38][O:37]2)[CH2:31]1. Product: [CH3:13][O:14][C:15](=[O:27])[CH:16]([C:17]1[CH:18]=[CH:19][C:20]([S:23]([CH3:26])(=[O:24])=[O:25])=[CH:21][CH:22]=1)[CH2:29][CH:30]1[CH2:34][CH2:33][CH:32]([O:35][CH:36]2[CH2:41][CH2:40][CH2:39][CH2:38][O:37]2)[CH2:31]1. The catalyst class is: 544. (2) Reactant: [OH:1][CH:2]1[CH2:7][CH2:6][N:5]([C:8]([O:10][C:11]([CH3:14])([CH3:13])[CH3:12])=[O:9])[CH2:4][CH2:3]1.[H-].[Na+].Br[CH2:18][CH3:19].O. Product: [CH2:18]([O:1][CH:2]1[CH2:3][CH2:4][N:5]([C:8]([O:10][C:11]([CH3:14])([CH3:13])[CH3:12])=[O:9])[CH2:6][CH2:7]1)[CH3:19]. The catalyst class is: 42. (3) Reactant: C([N:8]1[CH2:13][CH2:12][CH2:11][C@H:10]([NH:14][C:15]2[CH:16]=[C:17]([NH:33][C:34]3[CH:39]=[CH:38][CH:37]=[CH:36][N:35]=3)[C:18]3[N:19]([C:21]([C:24]([NH:26][C:27]4[CH:32]=[CH:31][N:30]=[CH:29][CH:28]=4)=[O:25])=[CH:22][N:23]=3)[N:20]=2)[CH2:9]1)C1C=CC=CC=1. Product: [NH:8]1[CH2:13][CH2:12][CH2:11][C@H:10]([NH:14][C:15]2[CH:16]=[C:17]([NH:33][C:34]3[CH:39]=[CH:38][CH:37]=[CH:36][N:35]=3)[C:18]3[N:19]([C:21]([C:24]([NH:26][C:27]4[CH:28]=[CH:29][N:30]=[CH:31][CH:32]=4)=[O:25])=[CH:22][N:23]=3)[N:20]=2)[CH2:9]1. The catalyst class is: 5. (4) Reactant: [N+:1]([C:4]1[CH:5]=[C:6]2[C:10](=[CH:11][CH:12]=1)[NH:9][CH2:8][CH2:7]2)([O-:3])=[O:2].[H-].[Na+].Br[CH2:16][CH2:17][O:18][CH3:19]. Product: [CH3:19][O:18][CH2:17][CH2:16][N:9]1[C:10]2[C:6](=[CH:5][C:4]([N+:1]([O-:3])=[O:2])=[CH:12][CH:11]=2)[CH2:7][CH2:8]1. The catalyst class is: 3.